Dataset: Full USPTO retrosynthesis dataset with 1.9M reactions from patents (1976-2016). Task: Predict the reactants needed to synthesize the given product. (1) Given the product [Br:1][C:2]1[CH:3]=[CH:4][C:5]([F:25])=[C:6]([C:8]2([C:27]3[CH:32]=[CH:31][N:30]=[C:29]([CH3:33])[CH:28]=3)[C:16]3[C:17](=[C:18]([F:22])[CH:19]=[CH:20][CH:21]=3)[C:23]([NH2:24])=[N:9]2)[CH:7]=1, predict the reactants needed to synthesize it. The reactants are: [Br:1][C:2]1[CH:3]=[CH:4][C:5]([F:25])=[C:6]([C:8]([C:16]2[CH:21]=[CH:20][CH:19]=[C:18]([F:22])[C:17]=2[C:23]#[N:24])=[N:9]S(C(C)(C)C)=O)[CH:7]=1.Br[C:27]1[CH:32]=[CH:31][N:30]=[C:29]([CH3:33])[CH:28]=1. (2) Given the product [Br:2][C:3]1[CH:4]=[C:5]([C:8]2[N:12]=[C:11]([C@H:13]3[CH2:18][CH2:17][CH2:16][N:15]([C:26]([C:25]4[CH:24]=[CH:23][N:22]=[CH:21][C:20]=4[F:19])=[O:27])[CH2:14]3)[O:10][N:9]=2)[NH:6][CH:7]=1, predict the reactants needed to synthesize it. The reactants are: Cl.[Br:2][C:3]1[CH:4]=[C:5]([C:8]2[N:12]=[C:11]([C@H:13]3[CH2:18][CH2:17][CH2:16][NH:15][CH2:14]3)[O:10][N:9]=2)[NH:6][CH:7]=1.[F:19][C:20]1[CH:21]=[N:22][CH:23]=[CH:24][C:25]=1[C:26](O)=[O:27]. (3) Given the product [C:21]([C:20]1[CH:19]=[C:18]([NH:17][C:14]([C:11]2[N:10]=[N:9][N:8]([C:5]3[CH:4]=[CH:3][C:2]([F:1])=[CH:7][CH:6]=3)[C:12]=2[CH3:13])=[O:16])[CH:25]=[CH:24][CH:23]=1)#[N:22], predict the reactants needed to synthesize it. The reactants are: [F:1][C:2]1[CH:7]=[CH:6][C:5]([N:8]2[C:12]([CH3:13])=[C:11]([C:14]([OH:16])=O)[N:10]=[N:9]2)=[CH:4][CH:3]=1.[NH2:17][C:18]1[CH:19]=[C:20]([CH:23]=[CH:24][CH:25]=1)[C:21]#[N:22].